This data is from Forward reaction prediction with 1.9M reactions from USPTO patents (1976-2016). The task is: Predict the product of the given reaction. (1) Given the reactants C(=O)([O-])[O-].[K+].[K+].C1(=O)O[CH2:10][CH2:9][O:8]1.[Br:13][C:14]1[CH:19]=[CH:18][C:17]([OH:20])=[C:16]([O:21][CH3:22])[CH:15]=1.O, predict the reaction product. The product is: [Br:13][C:14]1[CH:19]=[CH:18][C:17]([O:20][CH2:10][CH2:9][OH:8])=[C:16]([O:21][CH3:22])[CH:15]=1. (2) Given the reactants [CH2:1]([O:8][C:9]1[CH:10]=[C:11]2[C:16](=[CH:17][C:18]=1[O:19][CH3:20])[CH:15](/[CH:21]=[CH:22]/[C:23]1[CH:28]=[C:27]([O:29][CH2:30][C:31]3[CH:36]=[CH:35][CH:34]=[CH:33][CH:32]=3)[C:26]([O:37][CH3:38])=[CH:25][C:24]=1[CH3:39])[NH:14][CH2:13][CH2:12]2)[C:2]1[CH:7]=[CH:6][CH:5]=[CH:4][CH:3]=1.[C:40](O[C:40]([O:42][C:43]([CH3:46])([CH3:45])[CH3:44])=[O:41])([O:42][C:43]([CH3:46])([CH3:45])[CH3:44])=[O:41], predict the reaction product. The product is: [CH2:1]([O:8][C:9]1[CH:10]=[C:11]2[C:16](=[CH:17][C:18]=1[O:19][CH3:20])[CH:15](/[CH:21]=[CH:22]/[C:23]1[CH:28]=[C:27]([O:29][CH2:30][C:31]3[CH:32]=[CH:33][CH:34]=[CH:35][CH:36]=3)[C:26]([O:37][CH3:38])=[CH:25][C:24]=1[CH3:39])[N:14]([C:40]([O:42][C:43]([CH3:46])([CH3:45])[CH3:44])=[O:41])[CH2:13][CH2:12]2)[C:2]1[CH:7]=[CH:6][CH:5]=[CH:4][CH:3]=1. (3) Given the reactants [Cl:1][C:2]1[CH:22]=[CH:21][CH:20]=[CH:19][C:3]=1[CH2:4][N:5]1[C:13](=[O:14])[C:12]2[C:7](=[CH:8][CH:9]=[C:10]([C:15]([OH:17])=O)[CH:11]=2)[C:6]1=[O:18].[CH3:23][CH:24]1[CH2:29][CH2:28][CH2:27][CH2:26][N:25]1[CH2:30][CH2:31][CH2:32][NH2:33], predict the reaction product. The product is: [Cl-:1].[Cl:1][C:2]1[CH:22]=[CH:21][CH:20]=[CH:19][C:3]=1[CH2:4][N:5]1[C:13](=[O:14])[C:12]2[C:7](=[CH:8][CH:9]=[C:10]([C:15]([NH:33][CH2:32][CH2:31][CH2:30][NH+:25]3[CH2:26][CH2:27][CH2:28][CH2:29][CH:24]3[CH3:23])=[O:17])[CH:11]=2)[C:6]1=[O:18]. (4) The product is: [C:1]([C:3](=[CH:21][C:20]1[CH:19]=[C:18]([OH:17])[C:25]([OH:26])=[C:24]([OH:27])[CH:23]=1)[C:4]([NH:6][CH2:7][CH2:8][CH:9]([NH:11][C:12](=[O:16])[C:13]([C:14]#[N:15])=[CH:21][C:20]1[CH:19]=[C:18]([OH:17])[C:25]([OH:26])=[C:24]([OH:27])[CH:23]=1)[CH3:10])=[O:5])#[N:2]. Given the reactants [C:1]([CH2:3][C:4]([NH:6][CH2:7][CH2:8][CH:9]([NH:11][C:12](=[O:16])[CH2:13][C:14]#[N:15])[CH3:10])=[O:5])#[N:2].[OH:17][C:18]1[CH:19]=[C:20]([CH:23]=[C:24]([OH:27])[C:25]=1[OH:26])[CH:21]=O, predict the reaction product.